Dataset: Forward reaction prediction with 1.9M reactions from USPTO patents (1976-2016). Task: Predict the product of the given reaction. (1) Given the reactants [F:1][C:2]1[CH:7]=[CH:6][CH:5]=[C:4]([F:8])[C:3]=1[N:9]1[C:14]2[N:15]=[C:16](S(C)=O)[N:17]=[C:18]([C:19]3[CH:20]=[C:21]([CH:28]=[CH:29][C:30]=3[CH3:31])[C:22]([NH:24][CH:25]([CH3:27])[CH3:26])=[O:23])[C:13]=2[CH2:12][NH:11][C:10]1=[O:35].[CH3:36][N:37]([CH3:48])[CH2:38][CH2:39][CH2:40][N:41]([CH3:47])[CH2:42][CH2:43][CH2:44][NH:45][CH3:46].C(N(CC)CC)C, predict the reaction product. The product is: [F:1][C:2]1[CH:7]=[CH:6][CH:5]=[C:4]([F:8])[C:3]=1[N:9]1[C:14]2[N:15]=[C:16]([N:45]([CH2:44][CH2:43][CH2:42][N:41]([CH2:40][CH2:39][CH2:38][N:37]([CH3:36])[CH3:48])[CH3:47])[CH3:46])[N:17]=[C:18]([C:19]3[CH:20]=[C:21]([CH:28]=[CH:29][C:30]=3[CH3:31])[C:22]([NH:24][CH:25]([CH3:27])[CH3:26])=[O:23])[C:13]=2[CH2:12][NH:11][C:10]1=[O:35]. (2) Given the reactants C[O:2][C:3]1[CH:4]=[C:5]([C:9]2[CH:14]=[CH:13][C:12]([O:15]C3CCCCO3)=[CH:11][CH:10]=2)[CH:6]=[CH:7][CH:8]=1.CC1C=CC(S(O)(=O)=O)=CC=1.B(Br)(Br)Br, predict the reaction product. The product is: [C:5]1([C:9]2[CH:14]=[CH:13][C:12]([OH:15])=[CH:11][CH:10]=2)[CH:6]=[CH:7][CH:8]=[C:3]([OH:2])[CH:4]=1.